From a dataset of Forward reaction prediction with 1.9M reactions from USPTO patents (1976-2016). Predict the product of the given reaction. (1) Given the reactants Cl[C:2]1[CH:9]=[CH:8][C:5]([C:6]#[N:7])=[CH:4][N:3]=1.O1CCOCC1.[C:16](=O)([OH:18])[O-:17].[Na+], predict the reaction product. The product is: [C:6]([C:5]1[CH:8]=[CH:9][C:2]([C:16]([OH:18])=[O:17])=[N:3][CH:4]=1)#[N:7]. (2) Given the reactants [CH:1]1[C:11]2[C:10]3=[CH:12][C:13]4[CH:14]=[CH:15][C:16]([C:19](O)=[O:20])=[CH:17][C:18]=4[N:9]3[CH:8]=[CH:7][CH2:6][C:5]=2[CH:4]=[CH:3][CH:2]=1.C1N=C[N:24]([C:27](N2C=NC=C2)=[O:28])C=1.C[NH:35]C(N)=O.C(O)(C(F)(F)F)=O, predict the reaction product. The product is: [CH:1]1[C:11]2[C:10]3=[CH:12][C:13]4[CH:14]=[CH:15][C:16]([C:19]([NH2:35])=[O:20])=[CH:17][C:18]=4[N:9]3[CH:8]=[C:7]([C:27]([NH2:24])=[O:28])[CH2:6][C:5]=2[CH:4]=[CH:3][CH:2]=1. (3) Given the reactants [Si:1]([O:8][C:9]([CH3:22])([CH3:21])[CH2:10][C:11]([O:13]CC1C=CC=CC=1)=[O:12])([C:4]([CH3:7])([CH3:6])[CH3:5])([CH3:3])[CH3:2], predict the reaction product. The product is: [Si:1]([O:8][C:9]([CH3:22])([CH3:21])[CH2:10][C:11]([OH:13])=[O:12])([C:4]([CH3:7])([CH3:6])[CH3:5])([CH3:3])[CH3:2]. (4) Given the reactants [N:1]1([C@H:8]2[CH2:11][C@H:10]([C:12]3[S:13][C:14]4[CH:20]=[C:19](Br)[CH:18]=[CH:17][C:15]=4[N:16]=3)[CH2:9]2)[CH2:7][CH2:6][CH2:5][CH2:4][CH2:3][CH2:2]1.BrC1C=CC2N=C([C@H]3[CH2:33][C@H:32]([N:34]4[CH2:38][CH2:37][CH2:36][C@H:35]4[CH3:39])C3)SC=2C=1.CC1C(B2OC(C)(C)C(C)(C)O2)=CC=C(C)N=1.N1C=C(B(O)O)C=NC=1, predict the reaction product. The product is: [N:1]1([C@H:8]2[CH2:11][C@H:10]([C:12]3[S:13][C:14]4[CH:20]=[C:19]([C:38]5[C:32]([CH3:33])=[N:34][C:35]([CH3:39])=[CH:36][CH:37]=5)[CH:18]=[CH:17][C:15]=4[N:16]=3)[CH2:9]2)[CH2:7][CH2:6][CH2:5][CH2:4][CH2:3][CH2:2]1.